Predict the reaction yield, written as a fraction of the theoretical maximum amount of product (1.0 means a 100% yield; for example, 0.34 means a 34% yield). From a dataset of Reaction yield outcomes from USPTO patents with 853,638 reactions. (1) The reactants are [C:1]([C:3]1[CH:8]=[CH:7][C:6]([N:9]2[CH2:18][CH2:17][C:16]3[C:15]([NH:19][C:20]4[S:21][C:22]([C:29](O)=[O:30])=[C:23]([C:25]([F:28])([F:27])[F:26])[N:24]=4)=[N:14][CH:13]=[N:12][C:11]=3[CH2:10]2)=[CH:5][C:4]=1[C:32]([F:35])([F:34])[F:33])#[N:2].[O:36]1[CH:40]=[N:39][N:38]=[C:37]1[C@H:41]([NH2:43])[CH3:42]. No catalyst specified. The product is [O:36]1[CH:40]=[N:39][N:38]=[C:37]1[C@H:41]([NH:43][C:29]([C:22]1[S:21][C:20]([NH:19][C:15]2[C:16]3[CH2:17][CH2:18][N:9]([C:6]4[CH:7]=[CH:8][C:3]([C:1]#[N:2])=[C:4]([C:32]([F:33])([F:35])[F:34])[CH:5]=4)[CH2:10][C:11]=3[N:12]=[CH:13][N:14]=2)=[N:24][C:23]=1[C:25]([F:28])([F:26])[F:27])=[O:30])[CH3:42]. The yield is 0.550. (2) The reactants are [Cl:1][C:2]1[CH:23]=[CH:22][C:5]([CH:6]([N:13]2[CH2:18][CH2:17][N:16]([CH2:19][CH2:20][NH2:21])[CH2:15][CH2:14]2)[C:7]2[CH:12]=[CH:11][CH:10]=[CH:9][CH:8]=2)=[CH:4][CH:3]=1.[C:24]1([N:30]2[C:34]([C:35]3[CH:40]=[CH:39][CH:38]=[CH:37][CH:36]=3)=[CH:33][C:32]([CH:41]=O)=[N:31]2)[CH:29]=[CH:28][CH:27]=[CH:26][CH:25]=1. No catalyst specified. The product is [Cl:1][C:2]1[CH:3]=[CH:4][C:5]([CH:6]([N:13]2[CH2:14][CH2:15][N:16]([CH2:19][CH2:20][NH:21][CH2:41][C:32]3[CH:33]=[C:34]([C:35]4[CH:40]=[CH:39][CH:38]=[CH:37][CH:36]=4)[N:30]([C:24]4[CH:29]=[CH:28][CH:27]=[CH:26][CH:25]=4)[N:31]=3)[CH2:17][CH2:18]2)[C:7]2[CH:8]=[CH:9][CH:10]=[CH:11][CH:12]=2)=[CH:22][CH:23]=1. The yield is 0.610. (3) The reactants are [I-].C1([P+](C2C=CC=CC=2)(C2C=CC=CC=2)[CH2:9][CH2:10][CH2:11][CH2:12][C:13]2[CH:18]=[CH:17][CH:16]=[CH:15][CH:14]=2)C=CC=CC=1.CN(P(N(C)C)(N(C)C)=O)C.[Li]CCCC.O=[C:48]1[CH2:53][CH2:52][N:51]([C:54]([O:56][C:57]([CH3:60])([CH3:59])[CH3:58])=[O:55])[CH2:50][CH2:49]1. The catalyst is C1COCC1. The product is [C:57]([O:56][C:54]([N:51]1[CH2:52][CH2:53][C:48](=[CH:9][CH2:10][CH2:11][CH2:12][C:13]2[CH:14]=[CH:15][CH:16]=[CH:17][CH:18]=2)[CH2:49][CH2:50]1)=[O:55])([CH3:60])([CH3:58])[CH3:59]. The yield is 0.370. (4) The reactants are [NH2:1][C:2]1[CH:3]=[CH:4][C:5]([N:8]2[CH:12]=[C:11]([CH2:13][CH2:14][CH2:15][O:16][C:17]3[C:22]([O:23][CH3:24])=[CH:21][CH:20]=[CH:19][C:18]=3[CH2:25][C:26]([O:28]C)=[O:27])[C:10]([CH:30]([CH3:32])[CH3:31])=[N:9]2)=[N:6][CH:7]=1.CN(C)C=O.[C:38](Cl)(=[O:42])[CH:39]([CH3:41])[CH3:40]. The catalyst is O. The product is [CH3:24][O:23][C:22]1[C:17]([O:16][CH2:15][CH2:14][CH2:13][C:11]2[C:10]([CH:30]([CH3:32])[CH3:31])=[N:9][N:8]([C:5]3[CH:4]=[CH:3][C:2]([NH:1][C:38](=[O:42])[CH:39]([CH3:41])[CH3:40])=[CH:7][N:6]=3)[CH:12]=2)=[C:18]([CH2:25][C:26]([OH:28])=[O:27])[CH:19]=[CH:20][CH:21]=1. The yield is 0.820. (5) The reactants are [Br:1][C:2]1[C:11]([Br:12])=[CH:10][C:5]2[O:6][CH2:7][CH2:8][O:9][C:4]=2[C:3]=1[C:13]([OH:15])=[O:14].C(O)(=O)C.[N+:20]([O-])([OH:22])=[O:21].S(=O)(=O)(O)O. The catalyst is O. The product is [Br:1][C:2]1[C:11]([Br:12])=[C:10]([N+:20]([O-:22])=[O:21])[C:5]2[O:6][CH2:7][CH2:8][O:9][C:4]=2[C:3]=1[C:13]([OH:15])=[O:14]. The yield is 0.830. (6) The reactants are C(=O)([O-])[O-].[K+].[K+].[CH2:7](Br)[CH:8]=[CH2:9].[Cl:11][C:12]1[CH:20]=[CH:19][C:15]([C:16]([OH:18])=[O:17])=[CH:14][C:13]=1[O:21][CH3:22]. The catalyst is CN(C)C=O. The product is [CH2:7]([O:18][C:16](=[O:17])[C:15]1[CH:19]=[CH:20][C:12]([Cl:11])=[C:13]([O:21][CH3:22])[CH:14]=1)[CH:8]=[CH2:9]. The yield is 0.980. (7) The reactants are [NH2:1][C:2]1[CH:18]=[CH:17][CH:16]=[C:15]([CH3:19])[C:3]=1[C:4]([NH:6][CH:7]1[CH2:12][CH2:11][C:10](=[O:13])[NH:9][C:8]1=[O:14])=[O:5].[C:20](OCC)(OCC)(OCC)[CH3:21]. The catalyst is CN(C=O)C. The product is [CH3:20][C:21]1[N:6]([CH:7]2[CH2:12][CH2:11][C:10](=[O:13])[NH:9][C:8]2=[O:14])[C:4](=[O:5])[C:3]2[C:2](=[CH:18][CH:17]=[CH:16][C:15]=2[CH3:19])[N:1]=1. The yield is 0.430. (8) The reactants are C(N(CC)CC)C.[CH3:8][O:9][CH:10]([O:19][CH3:20])[CH2:11][NH:12][CH:13]1[CH2:18][CH2:17][CH2:16][CH2:15][CH2:14]1.[C:21](Cl)(=[O:24])[CH:22]=[CH2:23]. The catalyst is ClCCl. The product is [CH:13]1([N:12]([CH2:11][CH:10]([O:19][CH3:20])[O:9][CH3:8])[C:21](=[O:24])[CH:22]=[CH2:23])[CH2:18][CH2:17][CH2:16][CH2:15][CH2:14]1. The yield is 0.990.